From a dataset of Forward reaction prediction with 1.9M reactions from USPTO patents (1976-2016). Predict the product of the given reaction. (1) Given the reactants [F:1][C:2]1[CH:7]=[CH:6][CH:5]=[C:4]([F:8])[C:3]=1[N:9]1[C:14]2[N:15]=[C:16](S(C)=O)[N:17]=[C:18]([C:19]3[CH:20]=[C:21]([CH:28]=[CH:29][C:30]=3[CH3:31])[C:22]([NH:24][CH:25]([CH3:27])[CH3:26])=[O:23])[C:13]=2[CH2:12][NH:11][C:10]1=[O:35].[CH2:36]([N:40]([CH2:45][CH2:46][CH2:47][CH3:48])[CH2:41][CH2:42][CH2:43][NH2:44])[CH2:37][CH2:38][CH3:39], predict the reaction product. The product is: [CH2:36]([N:40]([CH2:45][CH2:46][CH2:47][CH3:48])[CH2:41][CH2:42][CH2:43][NH:44][C:16]1[N:17]=[C:18]([C:19]2[CH:20]=[C:21]([CH:28]=[CH:29][C:30]=2[CH3:31])[C:22]([NH:24][CH:25]([CH3:27])[CH3:26])=[O:23])[C:13]2[CH2:12][NH:11][C:10](=[O:35])[N:9]([C:3]3[C:2]([F:1])=[CH:7][CH:6]=[CH:5][C:4]=3[F:8])[C:14]=2[N:15]=1)[CH2:37][CH2:38][CH3:39]. (2) Given the reactants [F:1][C:2]1[C:7]([F:8])=[CH:6][CH:5]=[CH:4][C:3]=1[C:9]1[N:50]=[C:12]2[CH:13]=[N:14][N:15]([CH:17]([C:31]3[O:35][N:34]=[C:33]([C:36]4[CH:41]=[CH:40][C:39]([O:42][CH2:43][CH2:44][CH3:45])=[CH:38][C:37]=4[C:46]([F:49])([F:48])[F:47])[CH:32]=3)[C:18]([O:20][CH2:21][CH2:22][C:23]([NH:25][C@H:26]([C:28]([OH:30])=[O:29])[CH3:27])=[O:24])=[O:19])[CH:16]=[C:11]2[N:10]=1.C(=O)(O)[O-].[Na+:55], predict the reaction product. The product is: [Na+:55].[F:1][C:2]1[C:7]([F:8])=[CH:6][CH:5]=[CH:4][C:3]=1[C:9]1[N:50]=[C:12]2[CH:13]=[N:14][N:15]([CH:17]([C:31]3[O:35][N:34]=[C:33]([C:36]4[CH:41]=[CH:40][C:39]([O:42][CH2:43][CH2:44][CH3:45])=[CH:38][C:37]=4[C:46]([F:48])([F:47])[F:49])[CH:32]=3)[C:18]([O:20][CH2:21][CH2:22][C:23]([NH:25][C@H:26]([C:28]([O-:30])=[O:29])[CH3:27])=[O:24])=[O:19])[CH:16]=[C:11]2[N:10]=1. (3) Given the reactants [NH2:1][C:2]1[C:6](Br)=[C:5]([CH3:8])[O:4][N:3]=1.CC1(C)C(C)(C)OB([C:17]2[C:18]([O:23][C:24]3[CH:29]=[CH:28][C:27]([NH2:30])=[CH:26][CH:25]=3)=[N:19][CH:20]=[CH:21][CH:22]=2)O1.C(=O)([O-])[O-].[Na+].[Na+].F[B-](F)(F)F.C([PH+](C(C)(C)C)C(C)(C)C)(C)(C)C, predict the reaction product. The product is: [NH2:30][C:27]1[CH:28]=[CH:29][C:24]([O:23][C:18]2[C:17]([C:6]3[C:2]([NH2:1])=[N:3][O:4][C:5]=3[CH3:8])=[CH:22][CH:21]=[CH:20][N:19]=2)=[CH:25][CH:26]=1. (4) Given the reactants [O:1]1[CH2:6][CH:5]=[C:4]([C:7]2[N:12]=[CH:11][C:10]([C:13]3[CH:18]=[CH:17][C:16]([S:19]([NH:22][C:23]4[C:32]([F:33])=[CH:31][C:26]([C:27]([O:29][CH3:30])=[O:28])=[C:25]([F:34])[CH:24]=4)(=[O:21])=[O:20])=[CH:15][CH:14]=3)=[CH:9][N:8]=2)[CH2:3][CH2:2]1.[H][H], predict the reaction product. The product is: [F:34][C:25]1[CH:24]=[C:23]([NH:22][S:19]([C:16]2[CH:17]=[CH:18][C:13]([C:10]3[CH:9]=[N:8][C:7]([CH:4]4[CH2:5][CH2:6][O:1][CH2:2][CH2:3]4)=[N:12][CH:11]=3)=[CH:14][CH:15]=2)(=[O:20])=[O:21])[C:32]([F:33])=[CH:31][C:26]=1[C:27]([O:29][CH3:30])=[O:28]. (5) Given the reactants [CH:1]1([S:4]([NH2:7])(=[O:6])=[O:5])[CH2:3][CH2:2]1.C(N(CC)CC)C.Cl[C:16]([O:18][CH2:19][C:20]1[CH:25]=[CH:24][CH:23]=[CH:22][CH:21]=1)=[O:17], predict the reaction product. The product is: [CH2:19]([O:18][C:16](=[O:17])[NH:7][S:4]([CH:1]1[CH2:3][CH2:2]1)(=[O:6])=[O:5])[C:20]1[CH:25]=[CH:24][CH:23]=[CH:22][CH:21]=1. (6) Given the reactants Br[CH2:2][C:3]1[C:13]([Cl:14])=[N:12][CH:11]=[CH:10][C:4]=1[C:5]([O:7]CC)=O.Cl.[Cl:16][C:17]1[CH:18]=[C:19]([CH:31]([NH2:33])[CH3:32])[CH:20]=[N:21][C:22]=1[O:23][CH2:24][C:25]([F:30])([F:29])[CH:26]([F:28])[F:27], predict the reaction product. The product is: [Cl:14][C:13]1[C:3]2[CH2:2][N:33]([CH:31]([C:19]3[CH:20]=[N:21][C:22]([O:23][CH2:24][C:25]([F:29])([F:30])[CH:26]([F:27])[F:28])=[C:17]([Cl:16])[CH:18]=3)[CH3:32])[C:5](=[O:7])[C:4]=2[CH:10]=[CH:11][N:12]=1. (7) Given the reactants C(N(CC)CC)C.[C:8]([Si:10]([CH3:13])([CH3:12])[CH3:11])#[CH:9].Cl[C:15]1[N:16]=[N:17][C:18]([C:21]2[CH:26]=[CH:25][C:24]([Cl:27])=[CH:23][CH:22]=2)=[CH:19][CH:20]=1, predict the reaction product. The product is: [Cl:27][C:24]1[CH:23]=[CH:22][C:21]([C:18]2[N:17]=[N:16][C:15]([C:9]#[C:8][Si:10]([CH3:13])([CH3:12])[CH3:11])=[CH:20][CH:19]=2)=[CH:26][CH:25]=1. (8) Given the reactants C(OC([N:8]1[C:21]2[C:12](=[C:13]3[C:18](=[CH:19][CH:20]=2)[CH2:17][CH2:16][C@@H:15]([CH2:22][OH:23])[O:14]3)[CH2:11][CH2:10][CH:9]1O)=O)(C)(C)C, predict the reaction product. The product is: [N:8]1[C:21]2[C:12](=[C:13]3[C:18](=[CH:19][CH:20]=2)[CH2:17][CH2:16][C@@H:15]([CH2:22][OH:23])[O:14]3)[CH:11]=[CH:10][CH:9]=1. (9) The product is: [F:32][C:33]([F:38])([F:37])[C:34]([OH:36])=[O:35].[Cl:19][C:15]1[CH:14]=[C:13]([CH:12]2[C:11]([C:22]3[CH:27]=[CH:26][C:25]([Cl:28])=[CH:24][CH:23]=3)([C:20]#[N:21])[CH:10]([CH:29]([CH3:31])[CH3:30])[NH:9][CH:8]2[C:6]([OH:7])=[O:5])[CH:18]=[CH:17][CH:16]=1. Given the reactants C([O:5][C:6]([CH:8]1[CH:12]([C:13]2[CH:18]=[CH:17][CH:16]=[C:15]([Cl:19])[CH:14]=2)[C:11]([C:22]2[CH:27]=[CH:26][C:25]([Cl:28])=[CH:24][CH:23]=2)([C:20]#[N:21])[CH:10]([CH:29]([CH3:31])[CH3:30])[NH:9]1)=[O:7])(C)(C)C.[F:32][C:33]([F:38])([F:37])[C:34]([OH:36])=[O:35], predict the reaction product.